From a dataset of Forward reaction prediction with 1.9M reactions from USPTO patents (1976-2016). Predict the product of the given reaction. (1) Given the reactants CCN(C(C)C)C(C)C.Cl.[NH2:11][CH2:12][C:13]([N:15]1[CH2:20][CH2:19][N:18]([C:21](=[O:32])[C:22]2[CH:27]=[CH:26][CH:25]=[CH:24][C:23]=2[C:28]([F:31])([F:30])[F:29])[CH2:17][CH2:16]1)=[O:14].C1C=CC2N(O)N=NC=2C=1.CCN=C=NCCCN(C)C.[F:54][C:55]1[CH:60]=[CH:59][C:58]([F:61])=[CH:57][C:56]=1[C:62]1[CH:67]=[CH:66][C:65]([C:68](O)=[O:69])=[CH:64][CH:63]=1, predict the reaction product. The product is: [O:14]=[C:13]([N:15]1[CH2:16][CH2:17][N:18]([C:21](=[O:32])[C:22]2[CH:27]=[CH:26][CH:25]=[CH:24][C:23]=2[C:28]([F:31])([F:29])[F:30])[CH2:19][CH2:20]1)[CH2:12][NH:11][C:68]([C:65]1[CH:66]=[CH:67][C:62]([C:56]2[CH:57]=[C:58]([F:61])[CH:59]=[CH:60][C:55]=2[F:54])=[CH:63][CH:64]=1)=[O:69]. (2) Given the reactants [Cl:1][C:2]1[CH:11]=[C:10]([CH:12]=[CH2:13])[CH:9]=[CH:8][C:3]=1[C:4]([O:6][CH3:7])=[O:5], predict the reaction product. The product is: [Cl:1][C:2]1[CH:11]=[C:10]([CH2:12][CH3:13])[CH:9]=[CH:8][C:3]=1[C:4]([O:6][CH3:7])=[O:5]. (3) Given the reactants C(NC(C)C)(C)C.C([Li])CCC.[Br:13][C:14]1[CH:19]=[CH:18][CH:17]=[C:16]([CH3:20])[N:15]=1.[CH3:21][C:22]([O:25][C:26](O[C:26]([O:25][C:22]([CH3:24])([CH3:23])[CH3:21])=[O:27])=[O:27])([CH3:24])[CH3:23], predict the reaction product. The product is: [C:22]([O:25][C:26](=[O:27])[CH2:20][C:16]1[CH:17]=[CH:18][CH:19]=[C:14]([Br:13])[N:15]=1)([CH3:24])([CH3:23])[CH3:21]. (4) Given the reactants [Cl:1][C:2]1[CH:7]=[C:6]([OH:8])[CH:5]=[CH:4][C:3]=1[CH2:9][CH2:10][CH2:11][CH2:12][C:13]([O:15]C)=[O:14].[OH-].[Na+].Cl, predict the reaction product. The product is: [Cl:1][C:2]1[CH:7]=[C:6]([OH:8])[CH:5]=[CH:4][C:3]=1[CH2:9][CH2:10][CH2:11][CH2:12][C:13]([OH:15])=[O:14]. (5) Given the reactants [N:1]1[N:5]2[CH:6]=[CH:7][CH:8]=[CH:9][C:4]2=[C:3]([CH2:10][OH:11])[CH:2]=1.CC(OI1(OC(C)=O)(OC(C)=O)OC(=O)C2C=CC=CC1=2)=O, predict the reaction product. The product is: [N:1]1[N:5]2[CH:6]=[CH:7][CH:8]=[CH:9][C:4]2=[C:3]([CH:10]=[O:11])[CH:2]=1. (6) Given the reactants [H-].[Na+].[C:3]([O:13][C:14]([CH3:17])([CH3:16])[CH3:15])(=[O:12])[CH2:4][C:5]([O:7][C:8]([CH3:11])([CH3:10])[CH3:9])=[O:6].[Br:18][C:19]1[CH:24]=[CH:23][C:22](I)=[CH:21][CH:20]=1.[NH4+].[Cl-], predict the reaction product. The product is: [C:14]([O:13][C:3](=[O:12])[CH:4]([C:22]1[CH:23]=[CH:24][C:19]([Br:18])=[CH:20][CH:21]=1)[C:5]([O:7][C:8]([CH3:9])([CH3:10])[CH3:11])=[O:6])([CH3:17])([CH3:16])[CH3:15].